Dataset: Forward reaction prediction with 1.9M reactions from USPTO patents (1976-2016). Task: Predict the product of the given reaction. (1) The product is: [C:22]([NH:26][C:19]([C:10]1[CH:9]=[C:8]([C:5]2[N:6]=[N:7][C:2]([CH3:1])=[CH:3][CH:4]=2)[N:12]([C:13]2[CH:14]=[N:15][CH:16]=[CH:17][CH:18]=2)[N:11]=1)=[O:21])([CH3:25])([CH3:24])[CH3:23]. Given the reactants [CH3:1][C:2]1[N:7]=[N:6][C:5]([C:8]2[N:12]([C:13]3[CH:14]=[N:15][CH:16]=[CH:17][CH:18]=3)[N:11]=[C:10]([C:19]([OH:21])=O)[CH:9]=2)=[CH:4][CH:3]=1.[C:22]([NH2:26])([CH3:25])([CH3:24])[CH3:23], predict the reaction product. (2) Given the reactants Br[CH2:2][C:3]1[CH:8]=[CH:7][CH:6]=[C:5]([F:9])[C:4]=1[F:10].[Na].[C:12]([O:18][CH2:19][CH3:20])(=[O:17])[CH2:13][C:14]([CH3:16])=[O:15], predict the reaction product. The product is: [F:10][C:4]1[C:5]([F:9])=[CH:6][CH:7]=[CH:8][C:3]=1[CH2:2][CH:13]([C:14](=[O:15])[CH3:16])[C:12]([O:18][CH2:19][CH3:20])=[O:17]. (3) Given the reactants [CH3:1][O:2][C@@H:3]1[O:9][C@H:8]([CH2:10]Cl)[C@@H:6]([OH:7])[C@H:4]1[OH:5].C(N(CC)CC)C.[H][H], predict the reaction product. The product is: [CH3:1][O:2][CH:3]1[O:9][C@H:8]([CH3:10])[C@@H:6]([OH:7])[C@H:4]1[OH:5]. (4) The product is: [CH3:1][C:2]1[N:12]=[C:11]2[N:6]([CH2:7][CH2:8][CH2:9][CH:10]2[OH:13])[C:4](=[O:5])[C:3]=1[CH2:14][CH2:15][N:16]1[CH2:21][CH2:20][CH:19]([C:22]2[C:23]3[CH:24]=[CH:25][C:26]([F:31])=[CH:27][C:28]=3[O:29][N:30]=2)[CH2:18][CH2:17]1.[C:39]([O-:40])(=[O:42])[CH3:38]. Given the reactants [CH3:1][C:2]1[N:12]=[C:11]2[N:6]([CH2:7][CH2:8][CH2:9][CH:10]2[OH:13])[C:4](=[O:5])[C:3]=1[CH2:14][CH2:15][N:16]1[CH2:21][CH2:20][CH:19]([C:22]2[C:23]3[CH:24]=[CH:25][C:26]([F:31])=[CH:27][C:28]=3[O:29][N:30]=2)[CH2:18][CH2:17]1.CCCCCC.[CH3:38][C:39](C)=[O:40].[OH2:42], predict the reaction product.